Regression. Given two drug SMILES strings and cell line genomic features, predict the synergy score measuring deviation from expected non-interaction effect. From a dataset of NCI-60 drug combinations with 297,098 pairs across 59 cell lines. (1) Drug 1: C1=CC=C(C=C1)NC(=O)CCCCCCC(=O)NO. Drug 2: C1=CC=C(C(=C1)C(C2=CC=C(C=C2)Cl)C(Cl)Cl)Cl. Cell line: NCIH23. Synergy scores: CSS=11.8, Synergy_ZIP=-3.79, Synergy_Bliss=-0.266, Synergy_Loewe=-7.48, Synergy_HSA=-0.270. (2) Drug 1: CCCS(=O)(=O)NC1=C(C(=C(C=C1)F)C(=O)C2=CNC3=C2C=C(C=N3)C4=CC=C(C=C4)Cl)F. Drug 2: CCC1(CC2CC(C3=C(CCN(C2)C1)C4=CC=CC=C4N3)(C5=C(C=C6C(=C5)C78CCN9C7C(C=CC9)(C(C(C8N6C)(C(=O)OC)O)OC(=O)C)CC)OC)C(=O)OC)O.OS(=O)(=O)O. Cell line: SNB-75. Synergy scores: CSS=29.5, Synergy_ZIP=3.46, Synergy_Bliss=4.59, Synergy_Loewe=-29.6, Synergy_HSA=3.37.